Dataset: Catalyst prediction with 721,799 reactions and 888 catalyst types from USPTO. Task: Predict which catalyst facilitates the given reaction. (1) Reactant: CCCCCO[C@@H:120]1[C@@H:119](OCCCCC)[C@H:118]2[O:133][C@H:134]3[C@H:140](OCCCCC)[C@@H:139](OCCCCC)[C@@H:137](O[C@H:115]4[C@H:120](OCCCCC)[C@@H:119](OCCCCC)[C@@H:118]([O:133][C@H:134]5[C@H:140](OCCCCC)[C@@H:139](OCCCCC)[C@@H:137](O[C@H:115]6[C@H:120](OCCCCC)[C@@H:119](OCCCCC)[C@@H:118]([O:133][C@H:134]7[C@H:140](OCCCCC)[C@@H:139](OCCCCC)[C@@H:137](O[C@H:115]8[C@H:120](OCCCCC)[C@@H:119](OCCCCC)[C@@H:118]([O:133][C@H:134]9[C@H:140](OCCCCC)[C@@H:139](OCCCCC)[C@@H:137](O[C@@H:115]1[C@@H:116](COC)[O:117]2)O[C@@H]9COC)[O:117][C@@H:116]8COC)O[C@@H]7COC)[O:117][C@@H:116]6COC)O[C@@H]5COC)[O:117][C@@H:116]4COC)O[C@@H]3COC. Product: [O:133]1[C:118]2([CH2:119][CH2:120][CH2:115][CH2:116][O:117]2)[CH2:137][CH2:139][CH2:140][CH2:134]1. The catalyst class is: 605. (2) Reactant: [F:1][CH:2]([F:27])[C:3]1[NH:4][C:5]([CH:24]([F:26])[F:25])=[C:6]([C:22]#[N:23])[CH:7]([C:11]2[CH:12]=[C:13]3[C:17](=[CH:18][C:19]=2[F:20])[NH:16][N:15]=[C:14]3[CH3:21])[C:8]=1[C:9]#[N:10].C(=O)([O-])O.[OH:32][CH2:33][CH2:34][N+:35]([CH3:38])([CH3:37])[CH3:36]. Product: [C:9]([C:8]1[CH:7]([C:11]2[CH:12]=[C:13]3[C:17](=[CH:18][C:19]=2[F:20])[NH:16][N:15]=[C:14]3[CH3:21])[C:6]([C:22]#[N:23])=[C:5]([CH:24]([F:25])[F:26])[N-:4][C:3]=1[CH:2]([F:1])[F:27])#[N:10].[OH:32][CH2:33][CH2:34][N+:35]([CH3:38])([CH3:37])[CH3:36]. The catalyst class is: 8.